From a dataset of Forward reaction prediction with 1.9M reactions from USPTO patents (1976-2016). Predict the product of the given reaction. (1) Given the reactants [Br:1][C:2]1[CH:10]=[C:9]2[C:5]([CH2:6][C:7]3([CH2:16][CH2:15][C:14]([F:18])([F:17])[CH2:13][CH2:12]3)[C:8]2=O)=[CH:4][CH:3]=1.[CH3:19][C:20]([S:23]([NH2:25])=[O:24])([CH3:22])[CH3:21].CCOC(C)=O.C([O-])(O)=O.[Na+], predict the reaction product. The product is: [Br:1][C:2]1[CH:10]=[C:9]2[C:5](=[CH:4][CH:3]=1)[CH2:6][C:7]1([CH2:16][CH2:15][C:14]([F:18])([F:17])[CH2:13][CH2:12]1)[C:8]2=[N:25][S:23]([C:20]([CH3:22])([CH3:21])[CH3:19])=[O:24]. (2) Given the reactants [Cl:1][CH2:2][CH2:3][C:4]([C:6]1[CH:11]=[CH:10][CH:9]=[CH:8][CH:7]=1)=[O:5].[CH2:12]([Mg]Br)[CH:13]=[CH2:14], predict the reaction product. The product is: [Cl:1][CH2:2][CH2:3][C:4]([C:6]1[CH:11]=[CH:10][CH:9]=[CH:8][CH:7]=1)([OH:5])[CH2:14][CH:13]=[CH2:12]. (3) The product is: [Cl:23][C:17]1[C:18]([Cl:22])=[CH:19][CH:20]=[CH:21][C:16]=1[C:15]([N:8]1[C:9]2[C:14](=[CH:13][CH:12]=[CH:11][CH:10]=2)[C:6]([CH2:5][CH:4]=[O:3])=[C:7]1[CH3:25])=[O:24]. Given the reactants C([O:3][C:4](=O)[CH2:5][C:6]1[C:14]2[C:9](=[CH:10][CH:11]=[CH:12][CH:13]=2)[N:8]([C:15](=[O:24])[C:16]2[CH:21]=[CH:20][CH:19]=[C:18]([Cl:22])[C:17]=2[Cl:23])[C:7]=1[CH3:25])C.CC(C[AlH]CC(C)C)C.CO.Cl, predict the reaction product. (4) Given the reactants C[O:2][C:3]([C:5]1[S:6][C:7]([C:11](=[O:28])[NH:12][CH2:13][C:14]2[CH:19]=[CH:18][CH:17]=[C:16]([O:20][Si](C(C)(C)C)(C)C)[CH:15]=2)=[CH:8][C:9]=1[Cl:10])=[O:4].O.[OH-].[Li+].C1COCC1.Cl, predict the reaction product. The product is: [Cl:10][C:9]1[CH:8]=[C:7]([C:11](=[O:28])[NH:12][CH2:13][C:14]2[CH:19]=[CH:18][CH:17]=[C:16]([OH:20])[CH:15]=2)[S:6][C:5]=1[C:3]([OH:4])=[O:2]. (5) Given the reactants [CH2:1]([C:3]1[CH:4]=[CH:5][C:6]([CH:9]([S:20]([CH3:23])(=[O:22])=[O:21])[CH2:10][O:11][C:12]2[CH:19]=[CH:18][C:15]([CH:16]=O)=[CH:14][CH:13]=2)=[N:7][CH:8]=1)[CH3:2].[S:24]1[CH2:28][C:27](=[O:29])[NH:26][C:25]1=[O:30].C(O)(=O)C.N1CCCCC1, predict the reaction product. The product is: [CH2:1]([C:3]1[CH:4]=[CH:5][C:6]([CH:9]([S:20]([CH3:23])(=[O:22])=[O:21])[CH2:10][O:11][C:12]2[CH:19]=[CH:18][C:15]([CH:16]=[C:28]3[S:24][C:25](=[O:30])[NH:26][C:27]3=[O:29])=[CH:14][CH:13]=2)=[N:7][CH:8]=1)[CH3:2]. (6) The product is: [Cl:3][C:4]1[CH:34]=[CH:33][CH:32]=[C:31]([Cl:35])[C:5]=1[C:6]([NH:8][C@H:9]([C:27]([OH:29])=[O:28])[CH2:10][C:11]1[CH:16]=[CH:15][C:14]([O:17][CH2:18][CH2:19][NH:20][C:21]2[CH:26]=[CH:25][CH:24]=[CH:23][N:22]=2)=[CH:13][CH:12]=1)=[O:7]. Given the reactants [Li+].[OH-].[Cl:3][C:4]1[CH:34]=[CH:33][CH:32]=[C:31]([Cl:35])[C:5]=1[C:6]([NH:8][C@H:9]([C:27]([O:29]C)=[O:28])[CH2:10][C:11]1[CH:16]=[CH:15][C:14]([O:17][CH2:18][CH2:19][NH:20][C:21]2[CH:26]=[CH:25][CH:24]=[CH:23][N:22]=2)=[CH:13][CH:12]=1)=[O:7], predict the reaction product. (7) Given the reactants Cl[C:2](Cl)(Cl)[C:3]1[NH:7][C:6]2[CH:8]=[CH:9][CH:10]=[CH:11][C:5]=2[N:4]=1.Cl.Cl.[CH3:16][N:17]1[CH:22]2[CH2:23][CH2:24][CH:18]1[CH2:19][CH:20]([NH2:25])[CH2:21]2.[O:26]1CCCC1, predict the reaction product. The product is: [CH3:16][N:17]1[CH:22]2[CH2:23][CH2:24][CH:18]1[CH2:19][CH:20]([NH:25][C:2]([C:3]1[NH:7][C:6]3[CH:8]=[CH:9][CH:10]=[CH:11][C:5]=3[N:4]=1)=[O:26])[CH2:21]2. (8) Given the reactants [CH3:1][C:2]([C:4]1[C:9]([O:10][CH3:11])=[CH:8][C:7]([O:12][CH3:13])=[CH:6][C:5]=1[O:14][CH3:15])=O.[Br-].[OH:17][CH2:18]C[P+](C1C=CC=CC=1)(C1C=CC=CC=1)C1C=CC=CC=1.[OH-].[Na+].O1CCC[CH2:42]1, predict the reaction product. The product is: [CH3:15][O:14][C:5]1[CH:6]=[C:7]([O:12][CH3:13])[CH:8]=[C:9]([O:10][CH3:11])[C:4]=1[C:2]([CH3:42])=[CH:1][CH2:18][OH:17]. (9) The product is: [C:1]([C:3]1[C:8]([CH2:9][CH:10]([CH3:12])[CH3:11])=[N:7][C:6]([CH3:13])=[C:5]([C:4]=1[C:18]1[CH:19]=[CH:20][C:21]([CH3:24])=[CH:22][CH:23]=1)[C:14]([O:16][CH3:17])=[O:15])#[N:2]. Given the reactants [C:1]([C:3]1[CH:4]([C:18]2[CH:23]=[CH:22][C:21]([CH3:24])=[CH:20][CH:19]=2)[C:5]([C:14]([O:16][CH3:17])=[O:15])=[C:6]([CH3:13])[NH:7][C:8]=1[CH2:9][CH:10]([CH3:12])[CH3:11])#[N:2].[N+]([O-])(O)=O.C(OCC)(=O)C.[OH-].[Na+], predict the reaction product.